Dataset: NCI-60 drug combinations with 297,098 pairs across 59 cell lines. Task: Regression. Given two drug SMILES strings and cell line genomic features, predict the synergy score measuring deviation from expected non-interaction effect. (1) Drug 1: CC1=C(C(=CC=C1)Cl)NC(=O)C2=CN=C(S2)NC3=CC(=NC(=N3)C)N4CCN(CC4)CCO. Drug 2: CN(CCCl)CCCl.Cl. Cell line: SK-MEL-2. Synergy scores: CSS=13.1, Synergy_ZIP=-2.79, Synergy_Bliss=1.30, Synergy_Loewe=-1.91, Synergy_HSA=-1.91. (2) Cell line: SNB-75. Drug 2: COCCOC1=C(C=C2C(=C1)C(=NC=N2)NC3=CC=CC(=C3)C#C)OCCOC.Cl. Drug 1: C1C(C(OC1N2C=NC3=C2NC=NCC3O)CO)O. Synergy scores: CSS=2.69, Synergy_ZIP=-0.979, Synergy_Bliss=0.360, Synergy_Loewe=2.30, Synergy_HSA=-0.183. (3) Drug 1: C1=C(C(=O)NC(=O)N1)N(CCCl)CCCl. Drug 2: C1=NC2=C(N=C(N=C2N1C3C(C(C(O3)CO)O)O)F)N. Cell line: HS 578T. Synergy scores: CSS=0.634, Synergy_ZIP=-4.17, Synergy_Bliss=-6.56, Synergy_Loewe=-10.3, Synergy_HSA=-6.72.